This data is from Catalyst prediction with 721,799 reactions and 888 catalyst types from USPTO. The task is: Predict which catalyst facilitates the given reaction. (1) Reactant: [C:1]1([CH:7](Br)[C:8]([O-:10])=O)[CH:6]=[CH:5][CH:4]=[CH:3][CH:2]=1.C1C=CC([CH:18]([NH2:21])[CH2:19][OH:20])=CC=1.C(N(C(C)C)CC)(C)C.CCOC(C)=O. Product: [C:1]1([C@H:7]2[NH:21][CH2:18][C:19](=[O:20])[O:10][CH2:8]2)[CH:2]=[CH:3][CH:4]=[CH:5][CH:6]=1. The catalyst class is: 23. (2) Reactant: [F:1][C:2]([F:7])([F:6])[C:3]([OH:5])=[O:4].C(OC(=O)[NH:14][CH:15]([C:26]([N:28]1[CH2:31][C:30]([O:39][CH2:40][CH2:41][CH2:42][CH3:43])([C:32]2[CH:37]=[CH:36][CH:35]=[CH:34][C:33]=2[CH3:38])[CH2:29]1)=[O:27])[CH:16]([OH:25])[C:17]1[CH:22]=[CH:21][C:20]([O:23][CH3:24])=[CH:19][CH:18]=1)(C)(C)C. Product: [F:1][C:2]([F:7])([F:6])[C:3]([OH:5])=[O:4].[NH2:14][CH:15]([CH:16]([OH:25])[C:17]1[CH:18]=[CH:19][C:20]([O:23][CH3:24])=[CH:21][CH:22]=1)[C:26]([N:28]1[CH2:31][C:30]([O:39][CH2:40][CH2:41][CH2:42][CH3:43])([C:32]2[CH:37]=[CH:36][CH:35]=[CH:34][C:33]=2[CH3:38])[CH2:29]1)=[O:27]. The catalyst class is: 4. (3) Reactant: [C:1]([O:5][C:6]([NH:8][C@@H:9]1[CH2:11][C@H:10]1[C:12]1[S:16][CH:15]=[C:14]([C:17]([OH:19])=O)[CH:13]=1)=[O:7])([CH3:4])([CH3:3])[CH3:2].Cl.[F:21][C:22]1([F:29])[CH2:27][CH2:26][CH:25]([NH2:28])[CH2:24][CH2:23]1.C(N(CC)CC)C.CN(C(ON1N=NC2C=CC=NC1=2)=[N+](C)C)C.F[P-](F)(F)(F)(F)F. Product: [C:1]([O:5][C:6](=[O:7])[NH:8][C@@H:9]1[CH2:11][C@H:10]1[C:12]1[S:16][CH:15]=[C:14]([C:17](=[O:19])[NH:28][CH:25]2[CH2:26][CH2:27][C:22]([F:29])([F:21])[CH2:23][CH2:24]2)[CH:13]=1)([CH3:2])([CH3:3])[CH3:4]. The catalyst class is: 384. (4) Reactant: [C:1]([O:5][C:6]([NH:8][C@@H:9]([CH:13]1[CH2:18][CH2:17][CH2:16][CH2:15][CH2:14]1)[C:10]([OH:12])=O)=[O:7])([CH3:4])([CH3:3])[CH3:2].C1C=CC2N(O)N=NC=2C=1.CN(C(ON1N=NC2C=CC=CC1=2)=[N+](C)C)C.F[P-](F)(F)(F)(F)F.[NH:53]1[CH2:57][CH2:56][CH2:55][C@H:54]1[C:58]1[CH:63]=[CH:62][N:61]=[C:60]([N:64]2[C:72]3[C:67](=[CH:68][CH:69]=[CH:70][CH:71]=3)[CH2:66][CH2:65]2)[CH:59]=1.C(NC(C)C)(C)C. Product: [C:1]([O:5][C:6](=[O:7])[NH:8][C@@H:9]([CH:13]1[CH2:18][CH2:17][CH2:16][CH2:15][CH2:14]1)[C:10]([N:53]1[CH2:57][CH2:56][CH2:55][C@H:54]1[C:58]1[CH:63]=[CH:62][N:61]=[C:60]([N:64]2[C:72]3[C:67](=[CH:68][CH:69]=[CH:70][CH:71]=3)[CH2:66][CH2:65]2)[CH:59]=1)=[O:12])([CH3:2])([CH3:3])[CH3:4]. The catalyst class is: 18. (5) Reactant: [F:8][C:7]([F:10])([F:9])[C:6](O[C:6](=[O:11])[C:7]([F:10])([F:9])[F:8])=[O:11].[CH2:14]1[C:23]2[C:18](=[CH:19][CH:20]=[CH:21][CH:22]=2)[CH2:17][CH2:16][NH:15]1. Product: [F:10][C:7]([F:8])([F:9])[C:6]([N:15]1[CH2:16][CH2:17][C:18]2[C:23](=[CH:22][CH:21]=[CH:20][CH:19]=2)[CH2:14]1)=[O:11]. The catalyst class is: 4.